This data is from hERG Central: cardiac toxicity at 1µM, 10µM, and general inhibition. The task is: Predict hERG channel inhibition at various concentrations. (1) The drug is CCNC(=O)c1ccccc1NC(=O)c1cccc(S(=O)(=O)N2CCOCC2)c1. Results: hERG_inhib (hERG inhibition (general)): blocker. (2) The drug is Cc1sc2nc(CN3CCCC3)nc(N3CCN(S(=O)(=O)c4cccc(F)c4)CC3)c2c1C. Results: hERG_inhib (hERG inhibition (general)): blocker. (3) The molecule is COc1ccsc1NC(=O)OCc1ccc(Cl)cc1. Results: hERG_inhib (hERG inhibition (general)): blocker. (4) The drug is O=C(CN1CCN(S(=O)(=O)N2CCCCCC2)CC1)Nc1ccc(F)cc1. Results: hERG_inhib (hERG inhibition (general)): blocker. (5) The compound is CC1CCN(c2ccccc2NC(=S)NC(=O)c2cccs2)CC1. Results: hERG_inhib (hERG inhibition (general)): blocker. (6) The compound is O=C(c1ccc(Cl)cc1)c1cc(-c2ccccn2)c(N2CCOCC2)s1. Results: hERG_inhib (hERG inhibition (general)): blocker. (7) The molecule is CCOC(=O)c1[nH]c2ccccc2c1N=C(C)N(CC)CC. Results: hERG_inhib (hERG inhibition (general)): blocker.